This data is from Reaction yield outcomes from USPTO patents with 853,638 reactions. The task is: Predict the reaction yield, written as a fraction of the theoretical maximum amount of product (1.0 means a 100% yield; for example, 0.34 means a 34% yield). (1) The reactants are [Cl:1][C:2]1[C:3]2[N:4]([CH:12]=[C:13]([C:15]([OH:17])=O)[N:14]=2)[CH:5]=[C:6]([C:8]([F:11])([F:10])[F:9])[CH:7]=1.CCN=C=NCCCN(C)C.Cl.Cl.C1C=CC2N(O)N=NC=2C=1.[C:41]([C:44]1[C:49]([Cl:50])=[CH:48][C:47]([CH2:51][CH2:52][C:53]([O:55][C:56]([CH3:59])([CH3:58])[CH3:57])=[O:54])=[C:46]([Cl:60])[CH:45]=1)(=[NH:43])[NH2:42]. The catalyst is CN(C=O)C. The product is [C:56]([O:55][C:53](=[O:54])[CH2:52][CH2:51][C:47]1[CH:48]=[C:49]([Cl:50])[C:44]([C:41]2[N:42]=[C:15]([C:13]3[N:14]=[C:3]4[C:2]([Cl:1])=[CH:7][C:6]([C:8]([F:9])([F:10])[F:11])=[CH:5][N:4]4[CH:12]=3)[O:17][N:43]=2)=[CH:45][C:46]=1[Cl:60])([CH3:59])([CH3:57])[CH3:58]. The yield is 0.380. (2) The reactants are [CH2:1]([S:3]([N:6]1[CH2:11][CH2:10][CH:9]([C:12]2[C:20]3[C:15](=[C:16]([C:29]([NH2:31])=[O:30])[CH:17]=[C:18]([C:21]4[CH:26]=[CH:25][C:24]([CH:27]=O)=[CH:23][CH:22]=4)[CH:19]=3)[NH:14][CH:13]=2)[CH2:8][CH2:7]1)(=[O:5])=[O:4])[CH3:2].[CH2:32]([NH2:34])[CH3:33].C(O[BH-](OC(=O)C)OC(=O)C)(=O)C.[Na+]. The catalyst is CS(C)=O.C(O)(=O)C. The product is [CH2:32]([NH:34][CH2:27][C:24]1[CH:23]=[CH:22][C:21]([C:18]2[CH:19]=[C:20]3[C:15](=[C:16]([C:29]([NH2:31])=[O:30])[CH:17]=2)[NH:14][CH:13]=[C:12]3[CH:9]2[CH2:10][CH2:11][N:6]([S:3]([CH2:1][CH3:2])(=[O:4])=[O:5])[CH2:7][CH2:8]2)=[CH:26][CH:25]=1)[CH3:33]. The yield is 0.550. (3) The reactants are [NH2:1][C:2]1[CH:3]=[CH:4][CH:5]=[C:6]2[C:14]=1[NH:13][C:12]1[C:11](=[O:15])[CH2:10][CH2:9][CH2:8][C:7]2=1.[CH3:16][CH:17]([S:19](Cl)(=[O:21])=[O:20])[CH3:18]. The catalyst is N1C=CC=CC=1. The product is [O:15]=[C:11]1[C:12]2[NH:13][C:14]3[C:6](=[CH:5][CH:4]=[CH:3][C:2]=3[NH:1][S:19]([CH:17]([CH3:18])[CH3:16])(=[O:21])=[O:20])[C:7]=2[CH2:8][CH2:9][CH2:10]1. The yield is 0.190. (4) The catalyst is CC#N. The reactants are N12CCCN=C1CCCCC2.Cl.[NH2:13][CH2:14][C:15]1[CH:23]=[CH:22][CH:21]=[C:20]2[C:16]=1[C:17](=[O:33])[N:18]([CH:25]1[CH2:30][CH2:29][C:28](=[O:31])[NH:27][C:26]1=[O:32])[C:19]2=[O:24].[C:34]1([N:40]=[C:41]=[O:42])[CH:39]=[CH:38][CH:37]=[CH:36][CH:35]=1. The product is [O:32]=[C:26]1[CH:25]([N:18]2[C:17](=[O:33])[C:16]3[C:20](=[CH:21][CH:22]=[CH:23][C:15]=3[CH2:14][NH:13][C:41]([NH:40][C:34]3[CH:39]=[CH:38][CH:37]=[CH:36][CH:35]=3)=[O:42])[C:19]2=[O:24])[CH2:30][CH2:29][C:28](=[O:31])[NH:27]1. The yield is 0.310. (5) The yield is 0.110. The reactants are CS(O)(=O)=O.[NH2:6][C:7]1[CH:16]=[C:15]2[C:10]([CH:11]=[C:12]([C:20]3[C:21]([Cl:37])=[CH:22][C:23]([F:36])=[C:24]([NH:26][C:27]([NH:29][C:30]4[CH:35]=[CH:34][CH:33]=[CH:32][CH:31]=4)=[O:28])[CH:25]=3)[C:13](=[O:19])[N:14]2[CH2:17][CH3:18])=[CH:9][N:8]=1.[C:38]([CH2:40][C:41](OCC)=[O:42])#[N:39]. The catalyst is CN1C(=O)CCC1. The product is [Cl:37][C:21]1[CH:22]=[C:23]([F:36])[C:24]([NH:26][C:27]([NH:29][C:30]2[CH:31]=[CH:32][CH:33]=[CH:34][CH:35]=2)=[O:28])=[CH:25][C:20]=1[C:12]1[C:13](=[O:19])[N:14]([CH2:17][CH3:18])[C:15]2[C:10]([CH:11]=1)=[CH:9][N:8]=[C:7]([NH:6][C:41](=[O:42])[CH2:40][C:38]#[N:39])[CH:16]=2. (6) The reactants are COC1C=CC(C[N:8]2[C:12]3[N:13]=[C:14]4[CH2:21][N:20]([CH3:22])[CH2:19][CH2:18][N:15]4[C:16](=[O:17])[C:11]=3[C:10]([NH:23][C:24]3[CH:29]=[CH:28][CH:27]=[CH:26][CH:25]=3)=[N:9]2)=CC=1.S(=O)(=O)(O)O. The catalyst is FC(F)(F)C(O)=O. The product is [CH3:22][N:20]1[CH2:19][CH2:18][N:15]2[C:16](=[O:17])[C:11]3[C:10]([NH:23][C:24]4[CH:29]=[CH:28][CH:27]=[CH:26][CH:25]=4)=[N:9][NH:8][C:12]=3[N:13]=[C:14]2[CH2:21]1. The yield is 0.340. (7) The reactants are O.[NH2:2][C@H:3]([C:9]([O-:11])=[O:10])[CH2:4][CH2:5][CH2:6][CH2:7][NH2:8].[NH2:12][C@H:13]([C:19]([O-:21])=[O:20])[CH2:14][CH2:15][CH2:16][CH2:17][NH2:18].[Mg+2:22]. The catalyst is CO.C(OCC)(=O)C. The product is [NH2:2][C@H:3]([C:9]([O-:11])=[O:10])[CH2:4][CH2:5][CH2:6][CH2:7][NH2:8].[NH2:12][C@H:13]([C:19]([O-:21])=[O:20])[CH2:14][CH2:15][CH2:16][CH2:17][NH2:18].[Mg+2:22]. The yield is 1.00.